This data is from Catalyst prediction with 721,799 reactions and 888 catalyst types from USPTO. The task is: Predict which catalyst facilitates the given reaction. (1) Reactant: [NH2:1][C:2]([NH2:4])=[S:3].[C:5]([O:13][CH2:14][C@@H:15]([O:20][C:21](=[O:28])[C:22]1[CH:27]=[CH:26][CH:25]=[CH:24][CH:23]=1)[C:16](=O)[CH2:17]Br)(=O)[C:6]1[CH:11]=[CH:10][CH:9]=[CH:8][CH:7]=1. Product: [C:21]([O:20][C@@H:15]([C:16]1[N:1]=[C:2]([NH2:4])[S:3][CH:17]=1)[CH2:14][O:13][CH2:5][C:6]1[CH:11]=[CH:10][CH:9]=[CH:8][CH:7]=1)(=[O:28])[C:22]1[CH:23]=[CH:24][CH:25]=[CH:26][CH:27]=1. The catalyst class is: 8. (2) Reactant: [Cl:1][C:2]1[C:3]([C:8]2[CH:9]=[C:10]3[C:14](=[C:15]([O:17][C:18]4[CH:23]=[CH:22][C:21]([S:24]([CH3:27])(=[O:26])=[O:25])=[CH:20][CH:19]=4)[CH:16]=2)[N:13](COC)[N:12]=[C:11]3[NH:31][C:32]2[CH:36]=[CH:35][N:34]([CH3:37])[N:33]=2)=[N:4][CH:5]=[CH:6][CH:7]=1.Cl.C(=O)([O-])O.[Na+]. Product: [Cl:1][C:2]1[C:3]([C:8]2[CH:9]=[C:10]3[C:14](=[C:15]([O:17][C:18]4[CH:19]=[CH:20][C:21]([S:24]([CH3:27])(=[O:26])=[O:25])=[CH:22][CH:23]=4)[CH:16]=2)[NH:13][N:12]=[C:11]3[NH:31][C:32]2[CH:36]=[CH:35][N:34]([CH3:37])[N:33]=2)=[N:4][CH:5]=[CH:6][CH:7]=1. The catalyst class is: 8.